Dataset: NCI-60 drug combinations with 297,098 pairs across 59 cell lines. Task: Regression. Given two drug SMILES strings and cell line genomic features, predict the synergy score measuring deviation from expected non-interaction effect. (1) Drug 1: C1CC(C1)(C(=O)O)C(=O)O.[NH2-].[NH2-].[Pt+2]. Drug 2: C(CCl)NC(=O)N(CCCl)N=O. Cell line: HOP-92. Synergy scores: CSS=19.3, Synergy_ZIP=1.71, Synergy_Bliss=0.224, Synergy_Loewe=3.18, Synergy_HSA=2.11. (2) Drug 1: CC12CCC(CC1=CCC3C2CCC4(C3CC=C4C5=CN=CC=C5)C)O. Drug 2: CC1=CC2C(CCC3(C2CCC3(C(=O)C)OC(=O)C)C)C4(C1=CC(=O)CC4)C. Cell line: CAKI-1. Synergy scores: CSS=-2.92, Synergy_ZIP=0.491, Synergy_Bliss=-3.02, Synergy_Loewe=-40.5, Synergy_HSA=-6.88. (3) Drug 2: CS(=O)(=O)CCNCC1=CC=C(O1)C2=CC3=C(C=C2)N=CN=C3NC4=CC(=C(C=C4)OCC5=CC(=CC=C5)F)Cl. Synergy scores: CSS=28.0, Synergy_ZIP=3.47, Synergy_Bliss=2.78, Synergy_Loewe=-9.61, Synergy_HSA=1.64. Cell line: KM12. Drug 1: COC1=CC(=CC(=C1O)OC)C2C3C(COC3=O)C(C4=CC5=C(C=C24)OCO5)OC6C(C(C7C(O6)COC(O7)C8=CC=CS8)O)O. (4) Cell line: T-47D. Synergy scores: CSS=-3.68, Synergy_ZIP=4.26, Synergy_Bliss=2.97, Synergy_Loewe=-1.28, Synergy_HSA=-1.46. Drug 2: CN1C(=O)N2C=NC(=C2N=N1)C(=O)N. Drug 1: CC(C1=C(C=CC(=C1Cl)F)Cl)OC2=C(N=CC(=C2)C3=CN(N=C3)C4CCNCC4)N. (5) Drug 1: CN(C(=O)NC(C=O)C(C(C(CO)O)O)O)N=O. Drug 2: C1CCC(C(C1)N)N.C(=O)(C(=O)[O-])[O-].[Pt+4]. Cell line: SF-539. Synergy scores: CSS=15.0, Synergy_ZIP=-15.4, Synergy_Bliss=-21.4, Synergy_Loewe=-32.5, Synergy_HSA=-18.5.